This data is from Reaction yield outcomes from USPTO patents with 853,638 reactions. The task is: Predict the reaction yield, written as a fraction of the theoretical maximum amount of product (1.0 means a 100% yield; for example, 0.34 means a 34% yield). (1) The reactants are CN(C)C=O.Cl[CH2:7][CH2:8][O:9][C:10]1[CH:19]=[C:18]2[C:13]([C:14]([O:20][C:21]3[C:22]([CH3:31])=[N:23][C:24]4[C:29]([CH:30]=3)=[CH:28][CH:27]=[CH:26][CH:25]=4)=[CH:15][CH:16]=[N:17]2)=[CH:12][C:11]=1[O:32][CH3:33].C(=O)([O-])[O-].[K+].[K+].[NH:40]1[CH2:45][CH2:44][CH:43]([OH:46])[CH2:42][CH2:41]1. The catalyst is O. The product is [CH3:33][O:32][C:11]1[CH:12]=[C:13]2[C:18](=[CH:19][C:10]=1[O:9][CH2:8][CH2:7][N:40]1[CH2:45][CH2:44][CH:43]([OH:46])[CH2:42][CH2:41]1)[N:17]=[CH:16][CH:15]=[C:14]2[O:20][C:21]1[C:22]([CH3:31])=[N:23][C:24]2[C:29]([CH:30]=1)=[CH:28][CH:27]=[CH:26][CH:25]=2. The yield is 0.410. (2) The reactants are [NH:1]1[C:9]2[C:4](=[CH:5][CH:6]=[CH:7][CH:8]=2)[CH2:3][C:2]1=[O:10].[Cl-].[Al+3].[Cl-].[Cl-].[Cl:15][CH2:16][C:17](Cl)=[O:18].Cl. The catalyst is ClC(Cl)C.C(OCC)(=O)C. The product is [Cl:15][CH2:16][C:17]([C:6]1[CH:5]=[C:4]2[C:9](=[CH:8][CH:7]=1)[NH:1][C:2](=[O:10])[CH2:3]2)=[O:18]. The yield is 0.980. (3) The reactants are [C:1]([C:5]1[CH:25]=[CH:24][C:8]([C:9]([NH:11][C:12]2[N:13]=[C:14]3[CH:19]=[CH:18][C:17]4[O:20][CH2:21][CH2:22][C:16]=4[N:15]3[CH:23]=2)=[O:10])=[CH:7][N:6]=1)([CH3:4])([CH3:3])[CH3:2].[ClH:26]. The catalyst is CO. The product is [ClH:26].[ClH:26].[C:1]([C:5]1[CH:25]=[CH:24][C:8]([C:9]([NH:11][C:12]2[N:13]=[C:14]3[CH:19]=[CH:18][C:17]4[O:20][CH2:21][CH2:22][C:16]=4[N:15]3[CH:23]=2)=[O:10])=[CH:7][N:6]=1)([CH3:4])([CH3:2])[CH3:3]. The yield is 0.810. (4) The reactants are [CH3:1][S:2]([C:4]1[CH:9]=[CH:8][C:7]([CH3:10])=[CH:6][CH:5]=1)=[O:3].C[Si]([N-][Si](C)(C)C)(C)C.[Li+].[F:21][C:22]([F:28])([F:27])[C:23](OC)=[O:24]. The catalyst is C1COCC1. The product is [F:21][C:22]([F:28])([F:27])[C:23](=[O:24])[CH2:1][S:2]([C:4]1[CH:9]=[CH:8][C:7]([CH3:10])=[CH:6][CH:5]=1)=[O:3]. The yield is 0.850.